Predict which catalyst facilitates the given reaction. From a dataset of Catalyst prediction with 721,799 reactions and 888 catalyst types from USPTO. (1) Reactant: Cl[C:2]1[C:7]([C:8]([F:11])([F:10])[F:9])=[CH:6][N:5]=[C:4]([N:12]2[CH2:17][CH2:16][N:15]3[C:18]4[CH:24]=[C:23]([S:25]([CH3:28])(=[O:27])=[O:26])[C:22]([C:29]([O:31][CH3:32])=[O:30])=[CH:21][C:19]=4[N:20]=[C:14]3[C@H:13]2[CH:33]([CH3:35])[CH3:34])[N:3]=1.[C:36]([O-])(O)=[O:37].[Na+]. Product: [CH:33]([C@H:13]1[N:12]([C:4]2[N:3]=[C:2]([O:37][CH3:36])[C:7]([C:8]([F:11])([F:10])[F:9])=[CH:6][N:5]=2)[CH2:17][CH2:16][N:15]2[C:18]3[CH:24]=[C:23]([S:25]([CH3:28])(=[O:27])=[O:26])[C:22]([C:29]([O:31][CH3:32])=[O:30])=[CH:21][C:19]=3[N:20]=[C:14]12)([CH3:35])[CH3:34]. The catalyst class is: 5. (2) Reactant: [Cl:1][C:2]1[C:11]2[C:6](=[CH:7][CH:8]=[C:9]([S:12](Cl)(=[O:14])=[O:13])[CH:10]=2)[C:5]([Cl:16])=[CH:4][N:3]=1.[NH:17]1[CH2:22][CH2:21][CH2:20][CH2:19][C@@H:18]1[C:23]([O:25][C:26]([CH3:29])([CH3:28])[CH3:27])=[O:24].C(N(CC)CC)C. Product: [Cl:1][C:2]1[C:11]2[C:6](=[CH:7][CH:8]=[C:9]([S:12]([N:17]3[CH2:22][CH2:21][CH2:20][CH2:19][C@@H:18]3[C:23]([O:25][C:26]([CH3:29])([CH3:28])[CH3:27])=[O:24])(=[O:14])=[O:13])[CH:10]=2)[C:5]([Cl:16])=[CH:4][N:3]=1. The catalyst class is: 2. (3) Reactant: [Br:1][C:2]1[C:3]2[N:4]([N:9]=[CH:10][CH:11]=2)[CH:5]=[C:6]([OH:8])[CH:7]=1.[H-].[Na+].[CH2:14](Br)[C:15]1[CH:20]=[CH:19][CH:18]=[CH:17][CH:16]=1. Product: [CH2:14]([O:8][C:6]1[CH:7]=[C:2]([Br:1])[C:3]2[N:4]([N:9]=[CH:10][CH:11]=2)[CH:5]=1)[C:15]1[CH:20]=[CH:19][CH:18]=[CH:17][CH:16]=1. The catalyst class is: 3. (4) Reactant: Br[C:2]1[C:3]2[C:8]([CH:9]=[C:10]3[C:15]=1[CH:14]=[CH:13][CH:12]=[CH:11]3)=[CH:7][CH:6]=[CH:5][CH:4]=2.CCCCCC.C([Li])CCC.[B:27](OC)([O:30]C)[O:28]C.Cl. Product: [CH:14]1[C:15]2[C:10](=[CH:9][C:8]3[C:3]([C:2]=2[B:27]([OH:30])[OH:28])=[CH:4][CH:5]=[CH:6][CH:7]=3)[CH:11]=[CH:12][CH:13]=1. The catalyst class is: 359. (5) Reactant: [CH3:1][O:2][C:3]1[C:8]([CH2:9][OH:10])=[CH:7][N:6]=[C:5](S(C)(=O)=O)[N:4]=1.[BH4-].[Na+]. The catalyst class is: 8. Product: [CH3:1][O:2][C:3]1[C:8]([CH2:9][OH:10])=[CH:7][N:6]=[CH:5][N:4]=1. (6) Reactant: C(OC([N:8]1[CH2:13][CH2:12][CH:11]([N:14]2[CH:18]=[C:17]([NH:19][C:20]3[N:38]=[C:23]4[C:24]([C:28]5[CH:33]=[CH:32][C:31]([S:34]([CH3:37])(=[O:36])=[O:35])=[CH:30][CH:29]=5)=[CH:25][CH:26]=[CH:27][N:22]4[N:21]=3)[CH:16]=[N:15]2)[CH2:10][CH2:9]1)=O)(C)(C)C.FC(F)(F)C(O)=O. Product: [CH3:37][S:34]([C:31]1[CH:30]=[CH:29][C:28]([C:24]2[C:23]3[N:22]([N:21]=[C:20]([NH:19][C:17]4[CH:16]=[N:15][N:14]([CH:11]5[CH2:12][CH2:13][NH:8][CH2:9][CH2:10]5)[CH:18]=4)[N:38]=3)[CH:27]=[CH:26][CH:25]=2)=[CH:33][CH:32]=1)(=[O:36])=[O:35]. The catalyst class is: 4.